Dataset: Retrosynthesis with 50K atom-mapped reactions and 10 reaction types from USPTO. Task: Predict the reactants needed to synthesize the given product. (1) Given the product N#Cc1ccc(SC2CCCc3cccnc32)cc1, predict the reactants needed to synthesize it. The reactants are: ClC1CCCc2cccnc21.N#Cc1ccc(S)cc1. (2) Given the product Cc1nc(N2CCN(CCc3ccccc3)C2=O)sc1C(=O)O, predict the reactants needed to synthesize it. The reactants are: CCOC(=O)c1sc(N2CCN(CCc3ccccc3)C2=O)nc1C. (3) Given the product O=CNNc1ccc(NC(=O)c2cccc(-n3nnnc3S)c2)cc1, predict the reactants needed to synthesize it. The reactants are: Nc1ccc(NNC=O)cc1.O=C(O)c1cccc(-n2nnnc2S)c1. (4) Given the product O=C1CCC(N2C(=O)c3cccc(CNC(=O)c4cccc(OC(F)F)c4)c3C2=O)C(=O)N1, predict the reactants needed to synthesize it. The reactants are: NCc1cccc2c1C(=O)N(C1CCC(=O)NC1=O)C2=O.O=C(O)c1cccc(OC(F)F)c1. (5) Given the product ON=C(c1ccccn1)c1ccccn1, predict the reactants needed to synthesize it. The reactants are: NO.O=C(c1ccccn1)c1ccccn1.